This data is from Peptide-MHC class II binding affinity with 134,281 pairs from IEDB. The task is: Regression. Given a peptide amino acid sequence and an MHC pseudo amino acid sequence, predict their binding affinity value. This is MHC class II binding data. (1) The peptide sequence is ESYKFIPALEAAVKQAYAAT. The MHC is DRB1_1302 with pseudo-sequence DRB1_1302. The binding affinity (normalized) is 0.396. (2) The MHC is DRB1_0301 with pseudo-sequence DRB1_0301. The peptide sequence is KYYLRLWAPELAKSQ. The binding affinity (normalized) is 0.295.